This data is from NCI-60 drug combinations with 297,098 pairs across 59 cell lines. The task is: Regression. Given two drug SMILES strings and cell line genomic features, predict the synergy score measuring deviation from expected non-interaction effect. (1) Drug 1: CN1CCC(CC1)COC2=C(C=C3C(=C2)N=CN=C3NC4=C(C=C(C=C4)Br)F)OC. Synergy scores: CSS=28.9, Synergy_ZIP=-5.32, Synergy_Bliss=1.81, Synergy_Loewe=3.67, Synergy_HSA=5.79. Cell line: TK-10. Drug 2: CC1CCC2CC(C(=CC=CC=CC(CC(C(=O)C(C(C(=CC(C(=O)CC(OC(=O)C3CCCCN3C(=O)C(=O)C1(O2)O)C(C)CC4CCC(C(C4)OC)O)C)C)O)OC)C)C)C)OC. (2) Drug 1: C1=C(C(=O)NC(=O)N1)N(CCCl)CCCl. Drug 2: C1=NC2=C(N1)C(=S)N=CN2. Cell line: OVCAR-5. Synergy scores: CSS=5.63, Synergy_ZIP=-8.99, Synergy_Bliss=-15.1, Synergy_Loewe=-24.2, Synergy_HSA=-13.2. (3) Synergy scores: CSS=31.1, Synergy_ZIP=-8.35, Synergy_Bliss=-17.7, Synergy_Loewe=-21.9, Synergy_HSA=-17.2. Cell line: SR. Drug 1: C1=C(C(=O)NC(=O)N1)F. Drug 2: CCC(=C(C1=CC=CC=C1)C2=CC=C(C=C2)OCCN(C)C)C3=CC=CC=C3.C(C(=O)O)C(CC(=O)O)(C(=O)O)O. (4) Drug 1: CC(C1=C(C=CC(=C1Cl)F)Cl)OC2=C(N=CC(=C2)C3=CN(N=C3)C4CCNCC4)N. Drug 2: CC1OCC2C(O1)C(C(C(O2)OC3C4COC(=O)C4C(C5=CC6=C(C=C35)OCO6)C7=CC(=C(C(=C7)OC)O)OC)O)O. Cell line: KM12. Synergy scores: CSS=54.4, Synergy_ZIP=6.20, Synergy_Bliss=5.32, Synergy_Loewe=9.03, Synergy_HSA=10.5. (5) Drug 1: CC1=C(C=C(C=C1)C(=O)NC2=CC(=CC(=C2)C(F)(F)F)N3C=C(N=C3)C)NC4=NC=CC(=N4)C5=CN=CC=C5. Drug 2: C(CN)CNCCSP(=O)(O)O. Cell line: NCI-H522. Synergy scores: CSS=-1.89, Synergy_ZIP=2.83, Synergy_Bliss=2.70, Synergy_Loewe=-1.05, Synergy_HSA=-1.87.